This data is from Full USPTO retrosynthesis dataset with 1.9M reactions from patents (1976-2016). The task is: Predict the reactants needed to synthesize the given product. (1) Given the product [OH:1][C:2]1[C:3]([CH3:31])=[C:4]([O:5][CH2:6][CH2:7][CH2:8][CH2:9][O:10][C:11]2[CH:18]=[CH:17][C:14]([C:15]3[N:36]=[N:37][NH:38][N:16]=3)=[CH:13][CH:12]=2)[CH:19]=[CH:20][C:21]=1[C:22](=[O:30])[CH2:23][C:24]1[CH:25]=[CH:26][CH:27]=[CH:28][CH:29]=1, predict the reactants needed to synthesize it. The reactants are: [OH:1][C:2]1[C:3]([CH3:31])=[C:4]([CH:19]=[CH:20][C:21]=1[C:22](=[O:30])[CH2:23][C:24]1[CH:29]=[CH:28][CH:27]=[CH:26][CH:25]=1)[O:5][CH2:6][CH2:7][CH2:8][CH2:9][O:10][C:11]1[CH:18]=[CH:17][C:14]([C:15]#[N:16])=[CH:13][CH:12]=1.C[Si]([N:36]=[N+:37]=[N-:38])(C)C.C([Sn](=O)CCCC)CCC. (2) Given the product [C:1]([O:5][C:6](=[O:33])[N:7]([CH:9]1[CH2:14][CH2:13][CH:12]([N:15]([C:40]([C:39]2[S:38][C:37]3[CH:43]=[CH:44][CH:45]=[C:46]([F:47])[C:36]=3[C:35]=2[Cl:34])=[O:41])[CH2:16][C:17]2[CH:22]=[C:21]([C:23]3[CH:24]=[C:25]([CH3:30])[N:26]=[C:27]([CH3:29])[CH:28]=3)[CH:20]=[CH:19][C:18]=2[O:31][CH3:32])[CH2:11][CH2:10]1)[CH3:8])([CH3:4])([CH3:3])[CH3:2], predict the reactants needed to synthesize it. The reactants are: [C:1]([O:5][C:6](=[O:33])[N:7]([CH:9]1[CH2:14][CH2:13][CH:12]([NH:15][CH2:16][C:17]2[CH:22]=[C:21]([C:23]3[CH:28]=[C:27]([CH3:29])[N:26]=[C:25]([CH3:30])[CH:24]=3)[CH:20]=[CH:19][C:18]=2[O:31][CH3:32])[CH2:11][CH2:10]1)[CH3:8])([CH3:4])([CH3:3])[CH3:2].[Cl:34][C:35]1[C:36]2[C:46]([F:47])=[CH:45][CH:44]=[CH:43][C:37]=2[S:38][C:39]=1[C:40](Cl)=[O:41]. (3) Given the product [C:4]([O:3][C:1]([N:8]1[CH2:16][CH2:15][CH2:14][C@H:10]([C:11]2[O:13][N:47]=[C:45]([C:42]3[NH:43][CH:44]=[C:40]([F:39])[CH:41]=3)[N:46]=2)[CH2:9]1)=[O:2])([CH3:5])([CH3:6])[CH3:7], predict the reactants needed to synthesize it. The reactants are: [C:1]([N:8]1[CH2:16][CH2:15][CH2:14][C@H:10]([C:11]([OH:13])=O)[CH2:9]1)([O:3][C:4]([CH3:7])([CH3:6])[CH3:5])=[O:2].C1C=NC2N(O)N=NC=2C=1.CCN=C=NCCCN(C)C.Cl.[F:39][C:40]1[CH:41]=[C:42]([C:45]([NH:47]O)=[NH:46])[NH:43][CH:44]=1. (4) Given the product [CH3:5][N:4]([CH2:3][C@@H:2]([O:6][C:7]1[CH:16]=[CH:15][CH:14]=[C:13]2[C:8]=1[C:9]([NH:17][C:18]1[CH:23]=[CH:22][C:21]([O:24][C:25]3[CH:26]=[N:27][C:28]([CH3:31])=[CH:29][CH:30]=3)=[C:20]([CH3:32])[CH:19]=1)=[N:10][CH:11]=[N:12]2)[CH3:1])[C:33](=[O:35])[CH3:34], predict the reactants needed to synthesize it. The reactants are: [CH3:1][C@H:2]([O:6][C:7]1[CH:16]=[CH:15][CH:14]=[C:13]2[C:8]=1[C:9]([NH:17][C:18]1[CH:23]=[CH:22][C:21]([O:24][C:25]3[CH:26]=[N:27][C:28]([CH3:31])=[CH:29][CH:30]=3)=[C:20]([CH3:32])[CH:19]=1)=[N:10][CH:11]=[N:12]2)[CH2:3][NH:4][CH3:5].[C:33](OC(=O)C)(=[O:35])[CH3:34]. (5) Given the product [CH2:1]([O:8][N:9]1[C:14]2[N:15]=[CH:16][N:17]=[C:18]([O:19][CH3:22])[C:13]=2[C:12]([OH:20])=[CH:11][C:10]1=[O:21])[C:2]1[CH:7]=[CH:6][CH:5]=[CH:4][CH:3]=1, predict the reactants needed to synthesize it. The reactants are: [CH2:1]([O:8][N:9]1[C:14]2[N:15]=[CH:16][N:17]=[C:18]([OH:19])[C:13]=2[C:12]([OH:20])=[CH:11][C:10]1=[O:21])[C:2]1[CH:7]=[CH:6][CH:5]=[CH:4][CH:3]=1.[C:22](=O)([O-])[O-].[K+].[K+].CI.C(O)(=O)CC(CC(O)=O)(C(O)=O)O. (6) Given the product [Br:17][C:18]1[CH:19]=[C:20]([NH:21][C:2]2[N:7]=[C:6]([C:8]3[CH:13]=[CH:12][N:11]=[C:10]4[NH:14][CH:15]=[CH:16][C:9]=34)[CH:5]=[CH:4][N:3]=2)[CH:22]=[CH:23][C:24]=1[CH3:25], predict the reactants needed to synthesize it. The reactants are: Cl[C:2]1[N:7]=[C:6]([C:8]2[CH:13]=[CH:12][N:11]=[C:10]3[NH:14][CH:15]=[CH:16][C:9]=23)[CH:5]=[CH:4][N:3]=1.[Br:17][C:18]1[CH:19]=[C:20]([CH:22]=[CH:23][C:24]=1[CH3:25])[NH2:21].O.C1(C)C=CC(S(O)(=O)=O)=CC=1. (7) The reactants are: [C:1]([O:4][C@H:5]1[C@H:12]([O:13][C:14](=[O:16])[CH3:15])[C:9]2([CH2:11][CH2:10]2)[O:8][C@@H:7]([C:17]2[CH:22]=[CH:21][C:20]([Cl:23])=[C:19]([CH2:24][C:25]3[CH:30]=[CH:29][C:28]([O:31]CC)=[CH:27][CH:26]=3)[CH:18]=2)[C@@H:6]1[O:34][C:35](=[O:37])[CH3:36])(=[O:3])[CH3:2].B(Br)(Br)Br. Given the product [C:1]([O:4][C@H:5]1[C@H:12]([O:13][C:14](=[O:16])[CH3:15])[C:9]2([CH2:10][CH2:11]2)[O:8][C@@H:7]([C:17]2[CH:22]=[CH:21][C:20]([Cl:23])=[C:19]([CH2:24][C:25]3[CH:26]=[CH:27][C:28]([OH:31])=[CH:29][CH:30]=3)[CH:18]=2)[C@@H:6]1[O:34][C:35](=[O:37])[CH3:36])(=[O:3])[CH3:2], predict the reactants needed to synthesize it.